This data is from Forward reaction prediction with 1.9M reactions from USPTO patents (1976-2016). The task is: Predict the product of the given reaction. (1) Given the reactants [Br:1][C:2]1[CH:3]=[C:4]([C:8]2[CH2:14][C:13](=[O:15])[NH:12][C:11]3[CH:16]=[C:17]([N+:20]([O-])=O)[CH:18]=[CH:19][C:10]=3[N:9]=2)[CH:5]=[CH:6][CH:7]=1.O.[NH4+].[Cl-], predict the reaction product. The product is: [NH2:20][C:17]1[CH:18]=[CH:19][C:10]2[N:9]=[C:8]([C:4]3[CH:5]=[CH:6][CH:7]=[C:2]([Br:1])[CH:3]=3)[CH2:14][C:13](=[O:15])[NH:12][C:11]=2[CH:16]=1. (2) Given the reactants [C:1]1([CH:9]=[CH:10][C:11]2[CH:17]=[CH:16][C:14]([OH:15])=[CH:13][CH:12]=2)[CH:8]=[C:6]([OH:7])[CH:5]=[C:3]([OH:4])[CH:2]=1.[CH2:18]([OH:94])[C@H:19]1[O:24][C@@H:23]2[O:25][C@H:26]3[C@H:31]([OH:32])[C@@H:30]([OH:33])[C@@H:29]([O:34][C@H:35]4[C@H:40]([OH:41])[C@@H:39]([OH:42])[C@@H:38]([O:43][C@H:44]5[C@H:49]([OH:50])[C@@H:48]([OH:51])[C@@H:47]([O:52][C@H:53]6[C@H:58]([OH:59])[C@@H:57]([OH:60])[C@@H:56]([O:61][C@H:62]7[C@H:67]([OH:68])[C@@H:66]([OH:69])[C@@H:65]([O:70][C@H:71]8[C@H:77]([OH:78])[C@@H:76]([OH:79])[C@@H:74]([O:75][C@H:20]1[C@H:21]([OH:93])[C@H:22]2[OH:92])[O:73][C@@H:72]8[CH2:80][OH:81])[O:64][C@@H:63]7[CH2:82][OH:83])[O:55][C@@H:54]6[CH2:84][OH:85])[O:46][C@@H:45]5[CH2:86][OH:87])[O:37][C@@H:36]4[CH2:88][OH:89])[O:28][C@@H:27]3[CH2:90][OH:91].[NH2:95][CH2:96][C:97]([OH:99])=[O:98], predict the reaction product. The product is: [C:1]1([CH:9]=[CH:10][C:11]2[CH:17]=[CH:16][C:14]([OH:15])=[CH:13][CH:12]=2)[CH:8]=[C:6]([OH:7])[CH:5]=[C:3]([OH:4])[CH:2]=1.[CH2:84]([OH:85])[C@H:54]1[O:55][C@@H:56]2[O:61][C@H:62]3[C@H:67]([OH:68])[C@@H:66]([OH:69])[C@@H:65]([O:70][C@H:71]4[C@H:77]([OH:78])[C@@H:76]([OH:79])[C@@H:74]([O:75][C@H:20]5[C@H:21]([OH:93])[C@@H:22]([OH:92])[C@@H:23]([O:25][C@H:26]6[C@H:31]([OH:32])[C@@H:30]([OH:33])[C@@H:29]([O:34][C@H:35]7[C@H:40]([OH:41])[C@@H:39]([OH:42])[C@@H:38]([O:43][C@H:44]8[C@H:49]([OH:50])[C@@H:48]([OH:51])[C@@H:47]([O:52][C@H:53]1[C@H:58]([OH:59])[C@H:57]2[OH:60])[O:46][C@@H:45]8[CH2:86][OH:87])[O:37][C@@H:36]7[CH2:88][OH:89])[O:28][C@@H:27]6[CH2:90][OH:91])[O:24][C@@H:19]5[CH2:18][OH:94])[O:73][C@@H:72]4[CH2:80][OH:81])[O:64][C@@H:63]3[CH2:82][OH:83].[NH2:95][CH2:96][C:97]([OH:99])=[O:98]. (3) The product is: [CH2:1]([O:3][C:4](=[O:28])[CH:5]([C:16]1[N:17]([C:21]2[C:26]([F:27])=[CH:25][CH:24]=[CH:23][N:22]=2)[N:18]=[CH:19][CH:20]=1)[C:6]1[C:11]([CH2:12][CH2:13][CH3:14])=[CH:10][N:9]=[CH:8][N:7]=1)[CH3:2]. Given the reactants [CH2:1]([O:3][C:4](=[O:28])[CH:5]([C:16]1[N:17]([C:21]2[C:26]([F:27])=[CH:25][CH:24]=[CH:23][N:22]=2)[N:18]=[CH:19][CH:20]=1)[C:6]1[C:11]([CH2:12][CH2:13][CH3:14])=[C:10](I)[N:9]=[CH:8][N:7]=1)[CH3:2], predict the reaction product. (4) Given the reactants P([O-])([O-])([O-])=O.O=C[C@@H]([C@H]([C@@H]([C@@H](CO)O)O)O)O.C1N=C(N)C2N=CN([C@@H]3O[C@H](COP(OP(OC[C@H]4O[C@@H](N5C=C(C(N)=O)CC=C5)[C@H](O)[C@@H]4O)(O)=O)(O)=O)[C@@H](O)[C@H]3O)C=2N=1.[C:62]([NH:65][CH2:66][CH:67]([C:72](=[O:74])[CH3:73])[C:68]([O:70][CH3:71])=[O:69])(=[O:64])[CH3:63], predict the reaction product. The product is: [C:62]([NH:65][CH2:66][C@@H:67]([C@H:72]([OH:74])[CH3:73])[C:68]([O:70][CH3:71])=[O:69])(=[O:64])[CH3:63]. (5) Given the reactants [CH3:1][C:2]1[C:6]2[CH:7]=[C:8]([C:11]([F:14])([F:13])[F:12])[CH:9]=[CH:10][C:5]=2[S:4][C:3]=1[C:15]([OH:17])=O.C(N1C=CN=C1)(N1C=CN=C1)=O.[CH3:30][NH:31][O:32][CH3:33], predict the reaction product. The product is: [CH3:30][N:31]([O:32][CH3:33])[C:15]([C:3]1[S:4][C:5]2[CH:10]=[CH:9][C:8]([C:11]([F:14])([F:13])[F:12])=[CH:7][C:6]=2[C:2]=1[CH3:1])=[O:17]. (6) The product is: [C:1]([C:5]1[CH:6]=[C:7]([C:15]2[N:16]([C:30]3[CH:38]=[CH:37][C:33]([C:34]([OH:36])=[O:35])=[CH:32][CH:31]=3)[N:17]=[C:18]([C:20]3[CH:25]=[CH:24][C:23]([C:26]([O:28][CH3:29])=[O:27])=[CH:22][CH:21]=3)[CH:19]=2)[CH:8]=[C:9]([O:11][CH:12]([CH3:14])[CH3:13])[CH:10]=1)([CH3:3])([CH3:4])[CH3:2]. Given the reactants [C:1]([C:5]1[CH:6]=[C:7]([CH:15]2[CH2:19][C:18]([C:20]3[CH:25]=[CH:24][C:23]([C:26]([O:28][CH3:29])=[O:27])=[CH:22][CH:21]=3)=[N:17][N:16]2[C:30]2[CH:38]=[CH:37][C:33]([C:34]([OH:36])=[O:35])=[CH:32][CH:31]=2)[CH:8]=[C:9]([O:11][CH:12]([CH3:14])[CH3:13])[CH:10]=1)([CH3:4])([CH3:3])[CH3:2].C(C1C(=O)C(Cl)=C(Cl)C(=O)C=1C#N)#N, predict the reaction product. (7) Given the reactants [Br:1][C:2]1[C:7](=[O:8])[NH:6][CH:5]=[C:4]([C:9]([N:11]([CH3:13])[CH3:12])=[O:10])[CH:3]=1.IC.[C:16](=O)([O-])[O-].[K+].[K+], predict the reaction product. The product is: [Br:1][C:2]1[C:7](=[O:8])[N:6]([CH3:16])[CH:5]=[C:4]([C:9]([N:11]([CH3:13])[CH3:12])=[O:10])[CH:3]=1. (8) The product is: [ClH:25].[CH3:1][CH:2]([O:6][C:7]1[CH:8]=[CH:9][C:10]2[CH2:11][NH:12][CH2:13][CH2:14][O:15][C:16]=2[N:17]=1)[CH:3]([CH3:4])[CH3:5]. Given the reactants [CH3:1][CH:2]([O:6][C:7]1[CH:8]=[CH:9][C:10]2[CH2:11][N:12](C(OC(C)(C)C)=O)[CH2:13][CH2:14][O:15][C:16]=2[N:17]=1)[CH:3]([CH3:5])[CH3:4].[ClH:25].C(OCC)(=O)C, predict the reaction product. (9) Given the reactants C[O:2][C:3]1[N:8]=[CH:7][C:6]([C:9](=[O:11])[CH3:10])=[CH:5][CH:4]=1, predict the reaction product. The product is: [OH:2][C:3]1[N:8]=[CH:7][C:6]([C:9](=[O:11])[CH3:10])=[CH:5][CH:4]=1. (10) Given the reactants [C:1]([CH2:3][C:4]([OH:6])=[O:5])#[N:2].[C:7]([NH2:10])(=[NH:9])[CH3:8].C(#[N:13])C, predict the reaction product. The product is: [CH3:8][C:7]1[N:10]=[N:13][C:1]([CH2:3][C:4]([OH:6])=[O:5])=[N:2][N:9]=1.